From a dataset of Reaction yield outcomes from USPTO patents with 853,638 reactions. Predict the reaction yield, written as a fraction of the theoretical maximum amount of product (1.0 means a 100% yield; for example, 0.34 means a 34% yield). (1) The catalyst is CN(C=O)C. The yield is 0.700. The reactants are [F:1][C:2]1[CH:3]=[CH:4][C:5]([N+:11]([O-:13])=[O:12])=[C:6]([CH:10]=1)[C:7]([OH:9])=O.O.ON1C2C=CC=CC=2N=N1.Cl.CN(C)CCCN=C=NCC.[NH2:37][CH2:38][C:39]([NH:41][CH:42]([CH3:44])[CH3:43])=[O:40]. The product is [F:1][C:2]1[CH:3]=[CH:4][C:5]([N+:11]([O-:13])=[O:12])=[C:6]([CH:10]=1)[C:7]([NH:37][CH2:38][C:39](=[O:40])[NH:41][CH:42]([CH3:44])[CH3:43])=[O:9]. (2) The reactants are [Br:1][C:2]1[CH:3]=[N:4][NH:5][CH:6]=1.[H-].[Na+].CS(O[CH:14]1[CH2:27][C:16]2([CH2:19][N:18]([C:20]([O:22][C:23]([CH3:26])([CH3:25])[CH3:24])=[O:21])[CH2:17]2)[CH2:15]1)(=O)=O.[NH4+].[Cl-]. The catalyst is CN(C=O)C.C(Cl)Cl. The product is [Br:1][C:2]1[CH:3]=[N:4][N:5]([CH:14]2[CH2:27][C:16]3([CH2:19][N:18]([C:20]([O:22][C:23]([CH3:25])([CH3:24])[CH3:26])=[O:21])[CH2:17]3)[CH2:15]2)[CH:6]=1. The yield is 0.310. (3) The reactants are [C:1]([C:3]([C:9]#[N:10])=[C:4]([C:7]#[N:8])[C:5]#[N:6])#[N:2].[BrH:11]. The catalyst is CC(C)=O.C(OCC)(=O)C.C(O)(=O)C. The product is [NH2:2][C:1]1[NH:6][C:5]([Br:11])=[C:4]([C:7]#[N:8])[C:3]=1[C:9]#[N:10]. The yield is 0.668. (4) The reactants are [F:1][C:2]1[CH:3]=[C:4]([NH:12][C:13]2[N:17]=[C:16]([N:18](CC3C=CC(OC)=CC=3)CC3C=CC(OC)=CC=3)[N:15](CC3C=CC(OC)=CC=3)[N:14]=2)[CH:5]=[C:6]([C:8]([F:11])([F:10])[F:9])[CH:7]=1.C(O)(C(F)(F)F)=O. The yield is 0.190. The product is [F:1][C:2]1[CH:3]=[C:4]([NH:12][C:13]2[N:17]=[C:16]([NH2:18])[NH:15][N:14]=2)[CH:5]=[C:6]([C:8]([F:9])([F:10])[F:11])[CH:7]=1. No catalyst specified. (5) The yield is 0.420. The product is [NH2:22][C:20]1[N:19]=[CH:18][N:17]=[C:16]2[N:15]([CH:23]([CH3:25])[CH3:24])[N:14]=[C:13]([C:5]3[CH:4]=[C:3]([CH2:2][OH:1])[CH:8]=[CH:7][CH:6]=3)[C:21]=12. The reactants are [OH:1][CH2:2][C:3]1[CH:4]=[C:5](B(O)O)[CH:6]=[CH:7][CH:8]=1.I[C:13]1[C:21]2[C:16](=[N:17][CH:18]=[N:19][C:20]=2[NH2:22])[N:15]([CH:23]([CH3:25])[CH3:24])[N:14]=1.C([O-])([O-])=O.[Na+].[Na+]. The catalyst is CCO.COCCOC.C1C=CC([P]([Pd]([P](C2C=CC=CC=2)(C2C=CC=CC=2)C2C=CC=CC=2)([P](C2C=CC=CC=2)(C2C=CC=CC=2)C2C=CC=CC=2)[P](C2C=CC=CC=2)(C2C=CC=CC=2)C2C=CC=CC=2)(C2C=CC=CC=2)C2C=CC=CC=2)=CC=1.